From a dataset of Full USPTO retrosynthesis dataset with 1.9M reactions from patents (1976-2016). Predict the reactants needed to synthesize the given product. (1) Given the product [CH:1]12[CH2:14][CH:7]([CH:8]3[CH:10]1[CH:9]3[C:11]([Cl:18])=[O:12])[CH:6]1[CH:2]2[CH2:3][CH2:4][CH2:5]1, predict the reactants needed to synthesize it. The reactants are: [CH:1]12[CH2:14][CH:7]([CH:8]3[CH:10]1[CH:9]3[C:11](O)=[O:12])[CH:6]1[CH:2]2[CH2:3][CH2:4][CH2:5]1.C(Cl)(=O)C([Cl:18])=O. (2) The reactants are: Br[C:2]1[C:7]([N+:8]([O-:10])=[O:9])=[CH:6][CH:5]=[CH:4][C:3]=1[CH3:11].[CH3:12][C:13]([C:15]1[CH:20]=[CH:19][C:18]([NH2:21])=[CH:17][CH:16]=1)=[O:14].C(=O)([O-])[O-].[Cs+].[Cs+]. Given the product [CH3:11][C:3]1[CH:4]=[CH:5][CH:6]=[C:7]([N+:8]([O-:10])=[O:9])[C:2]=1[NH:21][C:18]1[CH:19]=[CH:20][C:15]([C:13](=[O:14])[CH3:12])=[CH:16][CH:17]=1, predict the reactants needed to synthesize it. (3) Given the product [CH2:1]([N:8]1[C@H:13]([CH2:14][CH3:15])[CH2:12][O:11][C:10]([CH2:17][CH2:18][OH:19])([CH3:16])[CH2:9]1)[C:2]1[CH:3]=[CH:4][CH:5]=[CH:6][CH:7]=1, predict the reactants needed to synthesize it. The reactants are: [CH2:1]([N:8]1[C@H:13]([CH2:14][CH3:15])[CH2:12][O:11][C:10]([CH2:17][CH2:18][OH:19])([CH3:16])[C:9]1=O)[C:2]1[CH:7]=[CH:6][CH:5]=[CH:4][CH:3]=1.C(O)C. (4) Given the product [CH:18]1([CH2:17][CH:8]([C:5]2[CH:6]=[CH:7][C:2]([C:24]3[S:23][CH:27]=[CH:26][CH:25]=3)=[CH:3][CH:4]=2)[C:9]([NH:11][C:12]2[S:13][CH:14]=[CH:15][N:16]=2)=[O:10])[CH2:22][CH2:21][CH2:20][CH2:19]1, predict the reactants needed to synthesize it. The reactants are: Br[C:2]1[CH:7]=[CH:6][C:5]([CH:8]([CH2:17][CH:18]2[CH2:22][CH2:21][CH2:20][CH2:19]2)[C:9]([NH:11][C:12]2[S:13][CH:14]=[CH:15][N:16]=2)=[O:10])=[CH:4][CH:3]=1.[S:23]1[CH:27]=[CH:26][CH:25]=[C:24]1B(O)O.C(=O)([O-])[O-].[Na+].[Na+].